From a dataset of NCI-60 drug combinations with 297,098 pairs across 59 cell lines. Regression. Given two drug SMILES strings and cell line genomic features, predict the synergy score measuring deviation from expected non-interaction effect. (1) Drug 1: CC1=C(N=C(N=C1N)C(CC(=O)N)NCC(C(=O)N)N)C(=O)NC(C(C2=CN=CN2)OC3C(C(C(C(O3)CO)O)O)OC4C(C(C(C(O4)CO)O)OC(=O)N)O)C(=O)NC(C)C(C(C)C(=O)NC(C(C)O)C(=O)NCCC5=NC(=CS5)C6=NC(=CS6)C(=O)NCCC[S+](C)C)O. Drug 2: CC(C)(C#N)C1=CC(=CC(=C1)CN2C=NC=N2)C(C)(C)C#N. Cell line: NCI-H460. Synergy scores: CSS=47.2, Synergy_ZIP=0.634, Synergy_Bliss=0.231, Synergy_Loewe=-4.11, Synergy_HSA=1.32. (2) Drug 1: C1=CC(=CC=C1C#N)C(C2=CC=C(C=C2)C#N)N3C=NC=N3. Drug 2: COC1=NC(=NC2=C1N=CN2C3C(C(C(O3)CO)O)O)N. Cell line: A549. Synergy scores: CSS=-8.15, Synergy_ZIP=4.40, Synergy_Bliss=-0.313, Synergy_Loewe=-8.19, Synergy_HSA=-8.58. (3) Drug 1: CCCS(=O)(=O)NC1=C(C(=C(C=C1)F)C(=O)C2=CNC3=C2C=C(C=N3)C4=CC=C(C=C4)Cl)F. Drug 2: CC(C1=C(C=CC(=C1Cl)F)Cl)OC2=C(N=CC(=C2)C3=CN(N=C3)C4CCNCC4)N. Cell line: SNB-75. Synergy scores: CSS=0.371, Synergy_ZIP=0.261, Synergy_Bliss=2.09, Synergy_Loewe=-2.27, Synergy_HSA=0.308. (4) Drug 1: CN1C2=C(C=C(C=C2)N(CCCl)CCCl)N=C1CCCC(=O)O.Cl. Drug 2: CC1C(C(CC(O1)OC2CC(CC3=C2C(=C4C(=C3O)C(=O)C5=CC=CC=C5C4=O)O)(C(=O)C)O)N)O. Cell line: U251. Synergy scores: CSS=41.2, Synergy_ZIP=-4.07, Synergy_Bliss=-3.52, Synergy_Loewe=0.0301, Synergy_HSA=1.10. (5) Drug 2: CC(C)NC(=O)C1=CC=C(C=C1)CNNC.Cl. Synergy scores: CSS=-5.07, Synergy_ZIP=1.59, Synergy_Bliss=-1.38, Synergy_Loewe=-3.76, Synergy_HSA=-4.13. Drug 1: CN1C(=O)N2C=NC(=C2N=N1)C(=O)N. Cell line: RXF 393.